From a dataset of Reaction yield outcomes from USPTO patents with 853,638 reactions. Predict the reaction yield, written as a fraction of the theoretical maximum amount of product (1.0 means a 100% yield; for example, 0.34 means a 34% yield). (1) The reactants are O.[OH:2][C:3]1[C:12]2[N:11]=[CH:10][CH:9]=[CH:8][C:7]=2[C:6]([S:13]([OH:16])(=O)=[O:14])=[CH:5][CH:4]=1.S(Cl)([Cl:19])=O. The catalyst is CN(C=O)C. The product is [OH:2][C:3]1[C:12]2[N:11]=[CH:10][CH:9]=[CH:8][C:7]=2[C:6]([S:13]([Cl:19])(=[O:16])=[O:14])=[CH:5][CH:4]=1. The yield is 0.980. (2) The reactants are C([C:3]1[CH:19]=[CH:18][C:6]([O:7][C:8]2[CH:9]=[CH:10][C:11]3[B:15]([OH:16])[O:14][CH2:13][C:12]=3[CH:17]=2)=[CH:5][CH:4]=1)#N.[N-:20]=[N+:21]=[N-:22].[Na+].[Cl-].[NH4+].O.[CH3:27][N:28](C)C=O. No catalyst specified. The product is [OH:16][B:15]1[C:11]2[CH:10]=[CH:9][C:8]([O:7][C:6]3[CH:5]=[CH:4][C:3]([N:20]4[CH:27]=[N:28][N:22]=[N:21]4)=[CH:19][CH:18]=3)=[CH:17][C:12]=2[CH2:13][O:14]1. The yield is 0.230.